Task: Regression/Classification. Given a drug SMILES string, predict its absorption, distribution, metabolism, or excretion properties. Task type varies by dataset: regression for continuous measurements (e.g., permeability, clearance, half-life) or binary classification for categorical outcomes (e.g., BBB penetration, CYP inhibition). Dataset: rlm.. Dataset: Rat liver microsome stability data (1) The drug is CNC(=O)c1c(-c2ccc(F)cc2)oc2nc(NCC(F)(F)F)c(-c3cccc(C(=O)NC4(c5ncccn5)CC4)c3)cc12. The result is 0 (unstable in rat liver microsomes). (2) The drug is CC(=O)Nc1ccc(C(=O)Nc2ccccc2N)cc1. The result is 0 (unstable in rat liver microsomes). (3) The drug is CC(C)n1c(=O)c(C(=O)N[C@H]2C[C@H]3CC[C@@H](C2)N3CC(O)CN(C)S(C)(=O)=O)cc2ccccc21. The result is 0 (unstable in rat liver microsomes). (4) The molecule is COc1cccn2c(=O)c3cc(C(=O)N[C@@H](C)c4ccccc4)c(=N)n(Cc4ccccc4)c3nc12. The result is 1 (stable in rat liver microsomes). (5) The molecule is CS(=O)(=O)c1ccc(-c2nnc(/C=C/c3nnc(-c4ccc(C#N)cc4)o3)n2-c2ccccc2Cl)nc1. The result is 0 (unstable in rat liver microsomes).